Dataset: Full USPTO retrosynthesis dataset with 1.9M reactions from patents (1976-2016). Task: Predict the reactants needed to synthesize the given product. (1) Given the product [NH2:29][CH2:2][C@H:3]([NH:8][C:9](=[O:15])[O:10][C:11]([CH3:14])([CH3:13])[CH3:12])[CH2:4][CH2:5][S:6][CH3:7].[NH2:29][CH2:55][CH2:56][C@@H:57]([NH:53][C:54](=[O:58])[O:19][C:18]([CH3:17])([CH3:20])[CH3:23])[CH2:5][S:6][CH3:7], predict the reactants needed to synthesize it. The reactants are: O[CH2:2][C@H:3]([NH:8][C:9](=[O:15])[O:10][C:11]([CH3:14])([CH3:13])[CH3:12])[CH2:4][CH2:5][S:6][CH3:7].C(O)(=O)[CH2:17][C:18]([CH2:23]C(O)=O)([C:20](O)=O)[OH:19].[N-:29]=[N+]=[N-].[Na+].C1(P(C2C=CC=CC=2)C2C=CC=CC=2)C=CC=CC=1.C[N:53]1[CH2:57][CH2:56][CH2:55][C:54]1=[O:58]. (2) The reactants are: [CH2:1]([O:3][C:4]([C:6]1[CH:7]=[C:8]([CH:12]2[CH2:17][CH2:16][N:15](C(OC(C)(C)C)=O)[CH2:14][CH2:13]2)[CH:9]=[CH:10][CH:11]=1)=[O:5])[CH3:2].[ClH:25]. Given the product [ClH:25].[NH:15]1[CH2:16][CH2:17][CH:12]([C:8]2[CH:7]=[C:6]([CH:11]=[CH:10][CH:9]=2)[C:4]([O:3][CH2:1][CH3:2])=[O:5])[CH2:13][CH2:14]1, predict the reactants needed to synthesize it. (3) Given the product [C:37]([C:2]1[C:3]([CH3:36])=[C:4]([NH:8][C:9]([C:11]2[C:19]3[N:18]=[C:17]([CH2:20][O:21][CH3:22])[NH:16][C:15]=3[CH:14]=[C:13]([NH:23][C:24]([C:26]3[CH:31]=[CH:30][CH:29]=[CH:28][C:27]=3[C:32]([F:34])([F:33])[F:35])=[O:25])[CH:12]=2)=[O:10])[CH:5]=[CH:6][CH:7]=1)#[N:38], predict the reactants needed to synthesize it. The reactants are: Br[C:2]1[C:3]([CH3:36])=[C:4]([NH:8][C:9]([C:11]2[C:19]3[N:18]=[C:17]([CH2:20][O:21][CH3:22])[NH:16][C:15]=3[CH:14]=[C:13]([NH:23][C:24]([C:26]3[CH:31]=[CH:30][CH:29]=[CH:28][C:27]=3[C:32]([F:35])([F:34])[F:33])=[O:25])[CH:12]=2)=[O:10])[CH:5]=[CH:6][CH:7]=1.[CH3:37][N:38](C=O)C.